This data is from Reaction yield outcomes from USPTO patents with 853,638 reactions. The task is: Predict the reaction yield, written as a fraction of the theoretical maximum amount of product (1.0 means a 100% yield; for example, 0.34 means a 34% yield). (1) The reactants are [CH3:1][C:2]1[C:11]2[NH:10][C:9](=[O:12])[CH2:8][O:7][C:6]=2[CH:5]=[CH:4][CH:3]=1.[C:13](Cl)(=[O:15])[CH3:14].[Al+3].[Cl-].[Cl-].[Cl-]. The yield is 0.800. The catalyst is C(=S)=S. The product is [C:13]([C:3]1[CH:4]=[CH:5][C:6]2[O:7][CH2:8][C:9](=[O:12])[NH:10][C:11]=2[C:2]=1[CH3:1])(=[O:15])[CH3:14]. (2) The reactants are Br[C:2]1[CH:10]=[CH:9][CH:8]=[C:7]2[C:3]=1[C:4]1([CH2:25][O:24][C:23]3[CH:26]=[C:27]4[C:31](=[CH:32][C:22]1=3)[CH2:30][CH2:29][O:28]4)[C:5](=[O:21])[N:6]2[CH2:11][C:12]1[O:13][C:14]([C:17]([F:20])([F:19])[F:18])=[CH:15][CH:16]=1.[N:33]1[CH:38]=[C:37](B(O)O)[CH:36]=[N:35][CH:34]=1.C(=O)([O-])[O-].[Na+].[Na+]. The catalyst is C1C=CC([P]([Pd]([P](C2C=CC=CC=2)(C2C=CC=CC=2)C2C=CC=CC=2)([P](C2C=CC=CC=2)(C2C=CC=CC=2)C2C=CC=CC=2)[P](C2C=CC=CC=2)(C2C=CC=CC=2)C2C=CC=CC=2)(C2C=CC=CC=2)C2C=CC=CC=2)=CC=1.COCCOC. The yield is 0.260. The product is [N:33]1[CH:38]=[C:37]([C:2]2[CH:10]=[CH:9][CH:8]=[C:7]3[C:3]=2[C:4]2([CH2:25][O:24][C:23]4[CH:26]=[C:27]5[C:31](=[CH:32][C:22]2=4)[CH2:30][CH2:29][O:28]5)[C:5](=[O:21])[N:6]3[CH2:11][C:12]2[O:13][C:14]([C:17]([F:18])([F:20])[F:19])=[CH:15][CH:16]=2)[CH:36]=[N:35][CH:34]=1. (3) The catalyst is CN(C)C1C=CN=CC=1.C1COCC1.C(N(CC)CC)C. The reactants are [C:9](O[C:9]([O:11][C:12]([CH3:15])([CH3:14])[CH3:13])=[O:10])([O:11][C:12]([CH3:15])([CH3:14])[CH3:13])=[O:10].I.[NH2:17][C:18]1[C:19]([C:26]([NH:28][C:29](=[NH:32])[S:30][CH3:31])=[O:27])=[N:20][C:21]([Cl:25])=[C:22]([NH2:24])[N:23]=1. The product is [C:12]([O:11][C:9]([NH:32][C:29](=[N:28][C:26]([C:19]1[C:18]([NH2:17])=[N:23][C:22]([NH2:24])=[C:21]([Cl:25])[N:20]=1)=[O:27])[S:30][CH3:31])=[O:10])([CH3:13])([CH3:14])[CH3:15]. The yield is 0.320. (4) The reactants are [N:1]12[CH2:8][CH2:7][CH:4]([CH2:5][CH2:6]1)[C@@H:3]([O:9][C:10](=[O:25])[C@@H:11]([C:19]1[CH:24]=[CH:23][CH:22]=[CH:21][CH:20]=1)[NH:12][C:13]1[CH:18]=[CH:17][CH:16]=[CH:15][CH:14]=1)[CH2:2]2.[Br:26][CH2:27][C:28]([C:30]1[CH:35]=[CH:34][CH:33]=[CH:32][CH:31]=1)=[O:29].CCOCC. The catalyst is CCOC(C)=O. The product is [Br-:26].[O:29]=[C:28]([C:30]1[CH:35]=[CH:34][CH:33]=[CH:32][CH:31]=1)[CH2:27][N+:1]12[CH2:6][CH2:5][CH:4]([CH2:7][CH2:8]1)[C@@H:3]([O:9][C:10](=[O:25])[C@@H:11]([C:19]1[CH:24]=[CH:23][CH:22]=[CH:21][CH:20]=1)[NH:12][C:13]1[CH:18]=[CH:17][CH:16]=[CH:15][CH:14]=1)[CH2:2]2. The yield is 0.960. (5) The reactants are Br[C:2]1[CH:3]=[C:4]([N:9]2[CH2:14][CH2:13][O:12][CH2:11][CH2:10]2)[C:5]([Cl:8])=[N:6][CH:7]=1.[CH3:15][C:16]1[N:21]=[CH:20][C:19]([NH2:22])=[CH:18][C:17]=1B1OC(C)(C)C(C)(C)O1. No catalyst specified. The product is [Cl:8][C:5]1[N:6]=[CH:7][C:2]([C:17]2[C:16]([CH3:15])=[N:21][CH:20]=[C:19]([NH2:22])[CH:18]=2)=[CH:3][C:4]=1[N:9]1[CH2:14][CH2:13][O:12][CH2:11][CH2:10]1. The yield is 1.00.